This data is from Forward reaction prediction with 1.9M reactions from USPTO patents (1976-2016). The task is: Predict the product of the given reaction. (1) Given the reactants [CH3:1][N:2]([CH3:8])[CH2:3][CH2:4][CH2:5][CH2:6][NH2:7].[CH:9](OCC)=[O:10], predict the reaction product. The product is: [CH3:1][N:2]([CH3:8])[CH2:3][CH2:4][CH2:5][CH2:6][NH:7][CH:9]=[O:10]. (2) The product is: [NH2:9][C:5]1[C:6]([F:8])=[CH:7][C:2]([Cl:1])=[C:3]([N:12]2[CH2:17][C:16]3[CH:18]=[N:19][C:20]([NH:22][CH3:23])=[CH:21][C:15]=3[N:14]([CH3:26])[C:13]2=[O:27])[CH:4]=1. Given the reactants [Cl:1][C:2]1[CH:7]=[C:6]([F:8])[C:5]([N+:9]([O-])=O)=[CH:4][C:3]=1[N:12]1[CH2:17][C:16]2[CH:18]=[N:19][C:20]([N:22](OC)[CH3:23])=[CH:21][C:15]=2[N:14]([CH3:26])[C:13]1=[O:27], predict the reaction product.